This data is from hERG potassium channel inhibition data for cardiac toxicity prediction from Karim et al.. The task is: Regression/Classification. Given a drug SMILES string, predict its toxicity properties. Task type varies by dataset: regression for continuous values (e.g., LD50, hERG inhibition percentage) or binary classification for toxic/non-toxic outcomes (e.g., AMES mutagenicity, cardiotoxicity, hepatotoxicity). Dataset: herg_karim. (1) The molecule is COC(=O)C1C(O)CC2CCC1[N+]2C. The result is 0 (non-blocker). (2) The drug is COc1ccc(C2(c3cccc(-c4cccnc4)c3)CC(OC)C(N)=N2)cc1. The result is 1 (blocker). (3) The drug is OCC(c1ccccc1)N1CCOCC1. The result is 0 (non-blocker).